Dataset: Forward reaction prediction with 1.9M reactions from USPTO patents (1976-2016). Task: Predict the product of the given reaction. (1) Given the reactants [C:1]1([CH:7]2[N:21]3[C:22]4[C:14]([C:15]5[C:16]([O:23][CH2:24][CH2:25][CH2:26]Cl)=[CH:17][CH:18]=[CH:19][C:20]=53)=[CH:13][CH:12]=[CH:11][C:10]=4[O:9][CH2:8]2)[CH:6]=[CH:5][CH:4]=[CH:3][CH:2]=1.[CH2:28]([NH:30][CH2:31][CH3:32])[CH3:29].[I-].[Na+], predict the reaction product. The product is: [CH2:28]([N:30]([CH2:31][CH3:32])[CH2:26][CH2:25][CH2:24][O:23][C:16]1[C:15]2[C:14]3[C:22]4=[C:10]([O:9][CH2:8][CH:7]([C:1]5[CH:2]=[CH:3][CH:4]=[CH:5][CH:6]=5)[N:21]4[C:20]=2[CH:19]=[CH:18][CH:17]=1)[CH:11]=[CH:12][CH:13]=3)[CH3:29]. (2) Given the reactants [CH2:1]([O:8][CH2:9][CH2:10][C@H:11]1[CH2:14][C@H:13](CS([O-])(=O)=O)[CH2:12]1)[C:2]1[CH:7]=[CH:6][CH:5]=[CH:4][CH:3]=1.[N:20]([CH2:23][C:24]1[CH:31]=[CH:30][C:27]([O:28][CH3:29])=[CH:26][CH:25]=1)=[N+:21]=[N-:22].[F:32][C:33]1[C:34](=[O:40])[NH:35][C:36](=[O:39])[NH:37][CH:38]=1.C([O-])([O-])=O.[K+].[K+].C1OCCOCCOCCOCCOCCOC1, predict the reaction product. The product is: [N:20]([CH2:23][C:24]1[CH:31]=[CH:30][C:27]([O:28][CH3:29])=[CH:26][CH:25]=1)=[N+:21]=[N-:22].[F:32][C:33]1[C:34](=[O:40])[NH:35][C:36](=[O:39])[N:37]([C@H:13]2[CH2:12][C@@H:11]([CH2:10][CH2:9][O:8][CH2:1][C:2]3[CH:3]=[CH:4][CH:5]=[CH:6][CH:7]=3)[CH2:14]2)[CH:38]=1. (3) Given the reactants O[CH:2]=[C:3]1[C:11]2[C:6](=[CH:7][CH:8]=[C:9]([C:12]([C:14]3[CH:15]=[C:16]([NH:20][C:21]([C:23]4[N:24]([CH2:29][CH3:30])[N:25]=[C:26]([CH3:28])[CH:27]=4)=[O:22])[CH:17]=[CH:18][CH:19]=3)=[O:13])[CH:10]=2)[NH:5][C:4]1=[O:31].[CH3:32][N:33]1[CH2:38][CH2:37][N:36]([C:39]2[CH:44]=[CH:43][C:42]([NH2:45])=[CH:41][CH:40]=2)[CH2:35][CH2:34]1, predict the reaction product. The product is: [CH3:32][N:33]1[CH2:34][CH2:35][N:36]([C:39]2[CH:44]=[CH:43][C:42]([NH:45][CH:2]=[C:3]3[C:11]4[C:6](=[CH:7][CH:8]=[C:9]([C:12]([C:14]5[CH:15]=[C:16]([NH:20][C:21]([C:23]6[N:24]([CH2:29][CH3:30])[N:25]=[C:26]([CH3:28])[CH:27]=6)=[O:22])[CH:17]=[CH:18][CH:19]=5)=[O:13])[CH:10]=4)[NH:5][C:4]3=[O:31])=[CH:41][CH:40]=2)[CH2:37][CH2:38]1. (4) Given the reactants [CH2:1]([O:3][P:4]([C:9]1[CH:14]=[CH:13][CH:12]=[C:11]([O:15][C:16]2[CH:21]=[CH:20][CH:19]=[CH:18][C:17]=2[NH2:22])[CH:10]=1)(=[O:8])[O:5][CH2:6][CH3:7])[CH3:2].[N+:23]([C:26]1[CH:27]=[C:28]([CH:32]=[CH:33][CH:34]=1)[C:29](Cl)=[O:30])([O-:25])=[O:24], predict the reaction product. The product is: [CH2:6]([O:5][P:4]([C:9]1[CH:14]=[CH:13][CH:12]=[C:11]([O:15][C:16]2[CH:21]=[CH:20][CH:19]=[CH:18][C:17]=2[NH:22][C:29](=[O:30])[C:28]2[CH:32]=[CH:33][CH:34]=[C:26]([N+:23]([O-:25])=[O:24])[CH:27]=2)[CH:10]=1)(=[O:8])[O:3][CH2:1][CH3:2])[CH3:7]. (5) Given the reactants [Cl:1][C:2]1[CH:13]=[CH:12][C:5]2[CH:6]([CH2:9][CH2:10][OH:11])[O:7][CH2:8][C:4]=2[CH:3]=1.[Si:14](OCC[C@H]1C2C=CC(Br)=CC=2CCO1)([C:17]([CH3:20])([CH3:19])[CH3:18])([CH3:16])[CH3:15], predict the reaction product. The product is: [C:17]([Si:14]([O:11][CH2:10][CH2:9][CH:6]1[C:5]2[CH:12]=[CH:13][C:2]([Cl:1])=[CH:3][C:4]=2[CH2:8][O:7]1)([CH3:16])[CH3:15])([CH3:20])([CH3:19])[CH3:18]. (6) Given the reactants C([N:8]1[CH2:13][C@@H:12]([CH3:14])[O:11][C@H:10]([C:15]([F:18])([F:17])[F:16])[CH2:9]1)C1C=CC=CC=1.[H][H], predict the reaction product. The product is: [F:18][C:15]([F:16])([F:17])[C@H:10]1[O:11][C@H:12]([CH3:14])[CH2:13][NH:8][CH2:9]1. (7) Given the reactants [NH:1]([C:194]([CH3:196])=[O:195])[C@H:2]([C:27]([NH:29][C@H:30]([C:35]([NH:37][C@H:38]([C:47]([NH:49][C@H:50]([C:55]([NH:57][C@H:58]([C:83]([NH:85][C@H:86]([C:91]([NH:93][C@H:94]([C:99]([NH:101][C@H:102]([C:107]([NH:109][C@H:110]([C:135]([NH:137][C@H:138]([C:143]([NH:145][C@H:146]([C:155]([NH:157][C@H:158]([C:163]([NH:165][C@H:166]([C:191]([NH2:193])=[O:192])[CH2:167][CH2:168][CH2:169][NH:170][C:171](=[NH:190])[NH:172]S(C1C(C)=C2C(OC(C2)(C)C)=C(C)C=1C)(=O)=O)=[O:164])[CH2:159][CH:160]([CH3:162])[CH3:161])=[O:156])[CH2:147][C:148](=[O:154])[O:149]C(C)(C)C)=[O:144])[CH2:139][CH:140]([CH3:142])[CH3:141])=[O:136])[CH2:111][CH2:112][CH2:113][NH:114][C:115](=[NH:134])[NH:116]S(C1C(C)=C2C(OC(C2)(C)C)=C(C)C=1C)(=O)=O)=[O:108])[CH2:103][CH:104]([CH3:106])[CH3:105])=[O:100])[CH2:95][CH:96]([CH3:98])[CH3:97])=[O:92])[CH2:87][CH:88]([CH3:90])[CH3:89])=[O:84])[CH2:59][CH2:60][CH2:61][NH:62][C:63](=[NH:82])[NH:64]S(C1C(C)=C2C(OC(C2)(C)C)=C(C)C=1C)(=O)=O)=[O:56])[CH2:51][CH:52]([CH3:54])[CH3:53])=[O:48])[CH2:39][C:40](=[O:46])[O:41]C(C)(C)C)=[O:36])[CH2:31][CH:32]([CH3:34])[CH3:33])=[O:28])[CH2:3][CH2:4][CH2:5][NH:6][C:7](=[NH:26])[NH:8]S(C1C(C)=C2C(OC(C2)(C)C)=C(C)C=1C)(=O)=O.C(O)(C(F)(F)F)=O.O, predict the reaction product. The product is: [NH:1]([C:194]([CH3:196])=[O:195])[C@H:2]([C:27]([NH:29][C@H:30]([C:35]([NH:37][C@H:38]([C:47]([NH:49][C@H:50]([C:55]([NH:57][C@H:58]([C:83]([NH:85][C@H:86]([C:91]([NH:93][C@H:94]([C:99]([NH:101][C@H:102]([C:107]([NH:109][C@H:110]([C:135]([NH:137][C@H:138]([C:143]([NH:145][C@H:146]([C:155]([NH:157][C@H:158]([C:163]([NH:165][C@H:166]([C:191]([NH2:193])=[O:192])[CH2:167][CH2:168][CH2:169][NH:170][C:171](=[NH:172])[NH2:190])=[O:164])[CH2:159][CH:160]([CH3:161])[CH3:162])=[O:156])[CH2:147][C:148](=[O:149])[OH:154])=[O:144])[CH2:139][CH:140]([CH3:142])[CH3:141])=[O:136])[CH2:111][CH2:112][CH2:113][NH:114][C:115](=[NH:116])[NH2:134])=[O:108])[CH2:103][CH:104]([CH3:105])[CH3:106])=[O:100])[CH2:95][CH:96]([CH3:97])[CH3:98])=[O:92])[CH2:87][CH:88]([CH3:89])[CH3:90])=[O:84])[CH2:59][CH2:60][CH2:61][NH:62][C:63](=[NH:64])[NH2:82])=[O:56])[CH2:51][CH:52]([CH3:54])[CH3:53])=[O:48])[CH2:39][C:40](=[O:41])[OH:46])=[O:36])[CH2:31][CH:32]([CH3:33])[CH3:34])=[O:28])[CH2:3][CH2:4][CH2:5][NH:6][C:7](=[NH:8])[NH2:26]. (8) Given the reactants [NH2:1][C:2]1[CH:7]=[CH:6][C:5]([CH2:8][CH2:9][N:10]2[CH2:15][CH2:14][C:13]3([CH2:24][C:23](=[O:25])[C:22]4[C:17](=[CH:18][CH:19]=[C:20](/[CH:26]=[CH:27]/[C:28](O)=[O:29])[CH:21]=4)[O:16]3)[CH2:12][CH2:11]2)=[CH:4][CH:3]=1.[NH2:31][O:32][CH:33]1[CH2:38][CH2:37][CH2:36][CH2:35][O:34]1, predict the reaction product. The product is: [NH2:1][C:2]1[CH:7]=[CH:6][C:5]([CH2:8][CH2:9][N:10]2[CH2:11][CH2:12][C:13]3([CH2:24][C:23](=[O:25])[C:22]4[C:17](=[CH:18][CH:19]=[C:20](/[CH:26]=[CH:27]/[C:28]([NH:31][O:32][CH:33]5[CH2:38][CH2:37][CH2:36][CH2:35][O:34]5)=[O:29])[CH:21]=4)[O:16]3)[CH2:14][CH2:15]2)=[CH:4][CH:3]=1.